Task: Predict the product of the given reaction.. Dataset: Forward reaction prediction with 1.9M reactions from USPTO patents (1976-2016) (1) Given the reactants C[O:2][C:3]1[CH:4]=[CH:5][C:6]2[O:10][C:9]([C:11]3[CH:12]=[CH:13][C:14]([N:17]([CH3:19])[CH3:18])=[N:15][CH:16]=3)=[N:8][C:7]=2[CH:20]=1.B(Br)(Br)Br.C([O-])(O)=O.[Na+], predict the reaction product. The product is: [CH3:18][N:17]([CH3:19])[C:14]1[N:15]=[CH:16][C:11]([C:9]2[O:10][C:6]3[CH:5]=[CH:4][C:3]([OH:2])=[CH:20][C:7]=3[N:8]=2)=[CH:12][CH:13]=1. (2) Given the reactants [CH2:1]([CH:3]([CH2:12][CH3:13])[CH2:4][CH:5](C(O)=O)[C:6]([OH:8])=[O:7])[CH3:2], predict the reaction product. The product is: [CH2:1]([CH:3]([CH2:12][CH3:13])[CH2:4][CH2:5][C:6]([OH:8])=[O:7])[CH3:2]. (3) The product is: [C:14]([C:10]1[CH:9]=[C:8]([CH:13]=[CH:12][CH:11]=1)[C:6]([C:5]1[CH:20]=[CH:21][C:2]([F:1])=[CH:3][CH:4]=1)=[O:7])#[CH:15]. Given the reactants [F:1][C:2]1[CH:21]=[CH:20][C:5]([C:6]([C:8]2[CH:13]=[CH:12][CH:11]=[C:10]([C:14]#[C:15]C(O)(C)C)[CH:9]=2)=[O:7])=[CH:4][CH:3]=1.[OH-].[Na+], predict the reaction product. (4) The product is: [OH:17][CH2:18][CH:19]1[N:23]2[C:24](=[O:33])[C:25]3[N:31]=[CH:30][C:29]([Br:32])=[CH:28][C:26]=3[N:27]=[C:22]2[CH2:21][CH2:20]1. Given the reactants C(=O)([O:17][CH2:18][CH:19]1[N:23]2[C:24](=[O:33])[C:25]3[N:31]=[CH:30][C:29]([Br:32])=[CH:28][C:26]=3[N:27]=[C:22]2[CH2:21][CH2:20]1)OCC1C2C=CC=CC=2C2C1=CC=CC=2.CCN(CC)CC, predict the reaction product. (5) The product is: [CH2:1]([C@@H:4]1[CH2:9][CH2:8][CH2:7][C@H:6]([O:10][Si:11]([C:24]([CH3:27])([CH3:26])[CH3:25])([C:18]2[CH:19]=[CH:20][CH:21]=[CH:22][CH:23]=2)[C:12]2[CH:17]=[CH:16][CH:15]=[CH:14][CH:13]=2)[CH2:5]1)[CH:2]=[CH2:3]. Given the reactants [CH2:1]([C@@H:4]1[CH2:9][CH2:8][CH2:7][C@H:6]([OH:10])[CH2:5]1)[CH:2]=[CH2:3].[Si:11](Cl)([C:24]([CH3:27])([CH3:26])[CH3:25])([C:18]1[CH:23]=[CH:22][CH:21]=[CH:20][CH:19]=1)[C:12]1[CH:17]=[CH:16][CH:15]=[CH:14][CH:13]=1.N1C=CN=C1.CC1C=CN=C(N)C=1C, predict the reaction product. (6) Given the reactants [CH2:1]([NH:8][C:9]([O:11][CH2:12][CH:13]1[CH:17]([OH:18])[CH2:16][CH:15]([OH:19])[CH:14]1[CH2:20][CH:21]=[CH:22][CH2:23][CH2:24][CH2:25][C:26]([O:28]C)=[O:27])=[S:10])[C:2]1[CH:7]=[CH:6][CH:5]=[CH:4][CH:3]=1.[OH-].[Li+], predict the reaction product. The product is: [CH2:1]([NH:8][C:9]([O:11][CH2:12][CH:13]1[CH:17]([OH:18])[CH2:16][CH:15]([OH:19])[CH:14]1[CH2:20][CH:21]=[CH:22][CH2:23][CH2:24][CH2:25][C:26]([OH:28])=[O:27])=[S:10])[C:2]1[CH:7]=[CH:6][CH:5]=[CH:4][CH:3]=1.